This data is from Catalyst prediction with 721,799 reactions and 888 catalyst types from USPTO. The task is: Predict which catalyst facilitates the given reaction. (1) Reactant: [Na].[O:2]=[S:3]1(=[O:17])[C:8]2[CH:9]=[N:10][CH:11]=[CH:12][C:7]=2[NH:6][C:5]([CH2:13][C:14]([O-])=[O:15])=[N:4]1.C([O:20][C:21]([C@H:23]1[C@@H:28]([NH:29][CH2:30][C:31]2[CH:36]=[CH:35][C:34]([F:37])=[CH:33][CH:32]=2)[C@H:27]2[CH2:38][C@@H:24]1[CH2:25][CH2:26]2)=O)C.F[P-](F)(F)(F)(F)F.N1(OC(N(C)C)=[N+](C)C)C2N=CC=CC=2N=N1.C(N(CC)CC)C. Product: [O:2]=[S:3]1(=[O:17])[C:8]2[CH:9]=[N:10][CH:11]=[CH:12][C:7]=2[NH:6][C:5]([C:13]2[C:14](=[O:15])[N:29]([CH2:30][C:31]3[CH:32]=[CH:33][C:34]([F:37])=[CH:35][CH:36]=3)[C@@H:28]3[C@H:23]([C:21]=2[OH:20])[C@@H:24]2[CH2:38][C@H:27]3[CH2:26][CH2:25]2)=[N:4]1. The catalyst class is: 42. (2) Reactant: Cl.[NH:2]1[CH2:5][CH:4]([O:6][C:7]2[CH:8]=[CH:9][C:10]([NH:13][C:14]3[C:15](=[O:22])[N:16]([CH3:21])[CH:17]=[C:18]([Br:20])[CH:19]=3)=[N:11][CH:12]=2)[CH2:3]1.C=O.[C:25](O)(=O)C.[BH-](OC(C)=O)(OC(C)=O)OC(C)=O.[Na+]. Product: [Br:20][C:18]1[CH:19]=[C:14]([NH:13][C:10]2[CH:9]=[CH:8][C:7]([O:6][CH:4]3[CH2:5][N:2]([CH3:25])[CH2:3]3)=[CH:12][N:11]=2)[C:15](=[O:22])[N:16]([CH3:21])[CH:17]=1. The catalyst class is: 5. (3) Reactant: [Cl:1][C:2]1[N:7]=[C:6](Cl)[CH:5]=[CH:4][N:3]=1.[F:9][C:10]([F:21])([F:20])[C:11]1[CH:16]=[CH:15][C:14](B(O)O)=[CH:13][CH:12]=1.P([O-])([O-])([O-])=O.[K+].[K+].[K+].COCCOC. Product: [Cl:1][C:2]1[N:7]=[C:6]([C:14]2[CH:15]=[CH:16][C:11]([C:10]([F:21])([F:20])[F:9])=[CH:12][CH:13]=2)[CH:5]=[CH:4][N:3]=1. The catalyst class is: 103. (4) Reactant: [S:1]([N:11]1[C:15]2[N:16]=[CH:17][N:18]=[C:19]([NH:20][CH:21]3[CH2:27][CH2:26][CH2:25][CH2:24][N:23]([C:28]([O:30][C:31]([CH3:34])([CH3:33])[CH3:32])=[O:29])[CH2:22]3)[C:14]=2[CH:13]=[CH:12]1)([C:4]1[CH:10]=[CH:9][C:7]([CH3:8])=[CH:6][CH:5]=1)(=[O:3])=[O:2].[H-].[Na+].[CH3:37]I. Product: [CH3:37][N:20]([CH:21]1[CH2:27][CH2:26][CH2:25][CH2:24][N:23]([C:28]([O:30][C:31]([CH3:34])([CH3:33])[CH3:32])=[O:29])[CH2:22]1)[C:19]1[C:14]2[CH:13]=[CH:12][N:11]([S:1]([C:4]3[CH:5]=[CH:6][C:7]([CH3:8])=[CH:9][CH:10]=3)(=[O:3])=[O:2])[C:15]=2[N:16]=[CH:17][N:18]=1. The catalyst class is: 3. (5) Reactant: Br.[CH3:2][C:3]1[N:7]([CH:8]2[CH2:14][CH:13]3[N:15]([CH2:16][CH2:17][C:18]4([C:24]5[CH:25]=[C:26]([OH:30])[CH:27]=[CH:28][CH:29]=5)[CH2:23][CH2:22][NH:21][CH2:20][CH2:19]4)[CH:10]([CH2:11][CH2:12]3)[CH2:9]2)[C:6]2[CH:31]=[CH:32][CH:33]=[CH:34][C:5]=2[N:4]=1.C(N(CC)CC)C.[Cl:42][C:43]1[CH:51]=[CH:50][C:46]([C:47](O)=[O:48])=[CH:45][C:44]=1[S:52](=[O:55])(=[O:54])[NH2:53].F[P-](F)(F)(F)(F)F.N1(OC(N(C)C)=[N+](C)C)C2N=CC=CC=2N=N1. Product: [OH-:30].[NH4+:4].[Cl:42][C:43]1[CH:51]=[CH:50][C:46]([C:47]([N:21]2[CH2:20][CH2:19][C:18]([C:24]3[CH:29]=[CH:28][CH:27]=[C:26]([OH:30])[CH:25]=3)([CH2:17][CH2:16][N:15]3[C@H:13]4[CH2:12][CH2:11][C@@H:10]3[CH2:9][CH:8]([N:7]3[C:6]5[CH:31]=[CH:32][CH:33]=[CH:34][C:5]=5[N:4]=[C:3]3[CH3:2])[CH2:14]4)[CH2:23][CH2:22]2)=[O:48])=[CH:45][C:44]=1[S:52]([NH2:53])(=[O:55])=[O:54]. The catalyst class is: 35.